Dataset: Catalyst prediction with 721,799 reactions and 888 catalyst types from USPTO. Task: Predict which catalyst facilitates the given reaction. Reactant: [CH:1]([O:4][C:5]1[CH:24]=[CH:23][C:8]([O:9][C:10]2[S:11][C:12]([C:15]3[S:19][C:18]([CH:20](O)[CH3:21])=[CH:17][CH:16]=3)=[CH:13][N:14]=2)=[CH:7][CH:6]=1)([CH3:3])[CH3:2].[C:25]1(=[O:35])[NH:29][C:28](=[O:30])[C:27]2=[CH:31][CH:32]=[CH:33][CH:34]=[C:26]12.C1(P(C2C=CC=CC=2)C2C=CC=CC=2)C=CC=CC=1.N(C(OCC)=O)=NC(OCC)=O. Product: [CH:1]([O:4][C:5]1[CH:24]=[CH:23][C:8]([O:9][C:10]2[S:11][C:12]([C:15]3[S:19][C:18]([CH:20]([N:29]4[C:25](=[O:35])[C:26]5[C:27](=[CH:31][CH:32]=[CH:33][CH:34]=5)[C:28]4=[O:30])[CH3:21])=[CH:17][CH:16]=3)=[CH:13][N:14]=2)=[CH:7][CH:6]=1)([CH3:3])[CH3:2]. The catalyst class is: 7.